From a dataset of Full USPTO retrosynthesis dataset with 1.9M reactions from patents (1976-2016). Predict the reactants needed to synthesize the given product. Given the product [Br:1][C:2]1[C:3]([CH3:9])=[CH:4][C:5](=[O:8])[N:6]([CH3:12])[CH:7]=1, predict the reactants needed to synthesize it. The reactants are: [Br:1][C:2]1[C:3]([CH3:9])=[CH:4][C:5]([OH:8])=[N:6][CH:7]=1.[H-].[Na+].[CH3:12]I.[NH4+].[Cl-].